Task: Predict the reaction yield, written as a fraction of the theoretical maximum amount of product (1.0 means a 100% yield; for example, 0.34 means a 34% yield).. Dataset: Reaction yield outcomes from USPTO patents with 853,638 reactions (1) The reactants are [OH-].[K+].Cl.[N:4]12[CH2:11][CH2:10][CH:7]([CH2:8][CH2:9]1)[C:6](=[O:12])[CH2:5]2.[N:13]1[CH:18]=[CH:17][CH:16]=[C:15]([CH:19]=O)[CH:14]=1.O. The catalyst is CO. The product is [N:13]1[CH:18]=[CH:17][CH:16]=[C:15]([CH:19]=[C:5]2[C:6](=[O:12])[CH:7]3[CH2:10][CH2:11][N:4]2[CH2:9][CH2:8]3)[CH:14]=1. The yield is 0.820. (2) The reactants are [O:1]=[C:2]1[C:11]2[CH:12]=[CH:13][S:14][C:10]=2[C:9]2[CH:8]=[CH:7][C:6]([C:15]([O:17]C)=O)=[CH:5][C:4]=2[NH:3]1.[OH-].[Na+].[NH3:21]. The product is [O:1]=[C:2]1[C:11]2[CH:12]=[CH:13][S:14][C:10]=2[C:9]2[CH:8]=[CH:7][C:6]([C:15]([NH2:21])=[O:17])=[CH:5][C:4]=2[NH:3]1. No catalyst specified. The yield is 0.320. (3) The reactants are [BH4-].[Na+].[Cl:3][C:4]1[C:5]([C:25](OC)=[O:26])=[N:6][CH:7]=[C:8]([C:10]2[CH:15]=[CH:14][C:13]([C:16](=[O:22])[NH:17][S:18]([CH3:21])(=[O:20])=[O:19])=[CH:12][C:11]=2[O:23][CH3:24])[CH:9]=1. The catalyst is CO. The product is [Cl:3][C:4]1[CH:9]=[C:8]([C:10]2[CH:15]=[CH:14][C:13]([C:16]([NH:17][S:18]([CH3:21])(=[O:20])=[O:19])=[O:22])=[CH:12][C:11]=2[O:23][CH3:24])[CH:7]=[N:6][C:5]=1[CH2:25][OH:26]. The yield is 0.160. (4) The yield is 0.810. No catalyst specified. The reactants are P12(SP3(SP(SP(S3)(S1)=S)(=S)S2)=S)=S.[Cl:15][C:16]1[CH:21]=[C:20]([Cl:22])[CH:19]=[CH:18][C:17]=1[C:23]1[C:31]2[C:27](=[C:28]([CH2:33][C:34]#[N:35])[N:29]([CH3:32])[N:30]=2)[CH:26]=[CH:25][CH:24]=1.O.[CH2:37](N)[CH2:38][NH2:39]. The product is [Cl:15][C:16]1[CH:21]=[C:20]([Cl:22])[CH:19]=[CH:18][C:17]=1[C:23]1[C:31]2[C:27](=[C:28]([CH2:33][C:34]3[NH:39][CH2:38][CH2:37][N:35]=3)[N:29]([CH3:32])[N:30]=2)[CH:26]=[CH:25][CH:24]=1. (5) The yield is 1.00. The catalyst is CC(C)=O. The product is [F:30][C:29]([F:32])([F:31])[C:26]1[O:25][C:24]([CH2:23][N:1]2[C:9]3[C:4](=[CH:5][CH:6]=[CH:7][CH:8]=3)[C@:3]3([C:13]4=[CH:14][C:15]5[O:20][CH2:19][O:18][C:16]=5[CH:17]=[C:12]4[O:11][CH2:10]3)[CH2:2]2)=[CH:28][CH:27]=1. The reactants are [NH:1]1[C:9]2[C:4](=[CH:5][CH:6]=[CH:7][CH:8]=2)[C@@:3]2([C:13]3[CH:14]=[C:15]4[O:20][CH2:19][O:18][C:16]4=[CH:17][C:12]=3[O:11][CH2:10]2)[C:2]1=O.Br[CH2:23][C:24]1[O:25][C:26]([C:29]([F:32])([F:31])[F:30])=[CH:27][CH:28]=1.C(=O)([O-])[O-].[Cs+].[Cs+]. (6) The reactants are CC(OC([N:8]1[CH2:13][CH2:12][CH:11]([CH2:14][C:15]2[CH:16]=[C:17]([C:21]([NH:23][CH2:24][C:25]3[CH:26]=[CH:27][C:28]([F:55])=[C:29]([C:31]4[CH:36]=[CH:35][CH:34]=[C:33]([CH2:37][N:38]5[CH2:43][CH2:42][N:41]([C:44]([O:46][CH2:47][C:48]6[CH:53]=[CH:52][CH:51]=[CH:50][CH:49]=6)=[O:45])[C@@H:40]([CH3:54])[CH2:39]5)[CH:32]=4)[CH:30]=3)=[O:22])[CH:18]=[CH:19][CH:20]=2)[CH2:10][CH2:9]1)=O)(C)C.Cl. The catalyst is O1CCOCC1. The product is [F:55][C:28]1[CH:27]=[CH:26][C:25]([CH2:24][NH:23][C:21]([C:17]2[CH:18]=[CH:19][CH:20]=[C:15]([CH2:14][CH:11]3[CH2:12][CH2:13][NH:8][CH2:9][CH2:10]3)[CH:16]=2)=[O:22])=[CH:30][C:29]=1[C:31]1[CH:36]=[CH:35][CH:34]=[C:33]([CH2:37][N:38]2[CH2:43][CH2:42][N:41]([C:44]([O:46][CH2:47][C:48]3[CH:49]=[CH:50][CH:51]=[CH:52][CH:53]=3)=[O:45])[C@@H:40]([CH3:54])[CH2:39]2)[CH:32]=1. The yield is 0.670. (7) The reactants are Cl[CH2:2][C:3]1[C:4]([S:9][CH:10]([CH3:12])[CH3:11])=[N:5][CH:6]=[CH:7][CH:8]=1.C([O:15][C:16](=[O:28])[CH2:17][CH2:18][C:19]1[CH:24]=[CH:23][C:22]([OH:25])=[C:21]([CH3:26])[C:20]=1[CH3:27])C. No catalyst specified. The product is [CH:10]([S:9][C:4]1[C:3]([CH2:2][O:25][C:22]2[CH:23]=[CH:24][C:19]([CH2:18][CH2:17][C:16]([OH:28])=[O:15])=[C:20]([CH3:27])[C:21]=2[CH3:26])=[CH:8][CH:7]=[CH:6][N:5]=1)([CH3:12])[CH3:11]. The yield is 0.850. (8) The reactants are [F:1][C:2]([F:22])([F:21])[C:3]1[CH:20]=[CH:19][C:6]([CH2:7][NH:8][CH2:9][C:10]2[CH:11]=[C:12]([O:17][CH3:18])[CH:13]=[CH:14][C:15]=2[Br:16])=[CH:5][CH:4]=1.[C:23](O[C:23]([O:25][C:26]([CH3:29])([CH3:28])[CH3:27])=[O:24])([O:25][C:26]([CH3:29])([CH3:28])[CH3:27])=[O:24]. The catalyst is C1COCC1. The product is [C:26]([O:25][C:23]([N:8]([CH2:9][C:10]1[CH:11]=[C:12]([O:17][CH3:18])[CH:13]=[CH:14][C:15]=1[Br:16])[CH2:7][C:6]1[CH:19]=[CH:20][C:3]([C:2]([F:1])([F:21])[F:22])=[CH:4][CH:5]=1)=[O:24])([CH3:29])([CH3:28])[CH3:27]. The yield is 0.950.